This data is from Catalyst prediction with 721,799 reactions and 888 catalyst types from USPTO. The task is: Predict which catalyst facilitates the given reaction. (1) Reactant: [F:1][C:2]1[C:7]([F:8])=[CH:6][C:5]([C:9]2[CH:14]=[CH:13][C:12]([O:15][CH2:16][C:17]3[CH:18]=[CH:19][C:20]4[O:24][N:23]=[C:22]([OH:25])[C:21]=4[CH:26]=3)=[CH:11][CH:10]=2)=[C:4]([O:27][CH3:28])[CH:3]=1.C(=O)([O-])[O-].[Cs+].[Cs+].Br[CH2:36][C:37]([O:39][CH2:40][CH3:41])=[O:38]. Product: [CH2:40]([O:39][C:37](=[O:38])[CH2:36][O:25][C:22]1[C:21]2[CH:26]=[C:17]([CH2:16][O:15][C:12]3[CH:11]=[CH:10][C:9]([C:5]4[CH:6]=[C:7]([F:8])[C:2]([F:1])=[CH:3][C:4]=4[O:27][CH3:28])=[CH:14][CH:13]=3)[CH:18]=[CH:19][C:20]=2[O:24][N:23]=1)[CH3:41]. The catalyst class is: 3. (2) Reactant: [Cl:1][C:2]1[C:6]2[CH:7]=[CH:8][CH:9]=[CH:10][C:5]=2[S:4][C:3]=1[C:11]([OH:13])=O.CN(C(ON1N=[N:29][C:24]2[CH:25]=[CH:26][CH:27]=[N:28][C:23]1=2)=[N+](C)C)C.F[P-](F)(F)(F)(F)F.[CH:38](N(CC)C(C)C)(C)[CH3:39]. Product: [ClH:1].[N:28]12[CH2:27][CH2:26][CH:25]([CH2:38][CH2:39]1)[C@@H:24]([NH:29][C:11]([C:3]1[S:4][C:5]3[CH:10]=[CH:9][CH:8]=[CH:7][C:6]=3[C:2]=1[Cl:1])=[O:13])[CH2:23]2. The catalyst class is: 3. (3) Reactant: [Br:1][C:2]1[CH:7]=[CH:6][C:5]([S:8](Cl)(=[O:10])=[O:9])=[CH:4][CH:3]=1.[CH2:12]([O:19][CH2:20][CH2:21][OH:22])[C:13]1[CH:18]=[CH:17][CH:16]=[CH:15][CH:14]=1.C(N(CC)CC)C.O. Product: [Br:1][C:2]1[CH:7]=[CH:6][C:5]([S:8]([O:22][CH2:21][CH2:20][O:19][CH2:12][C:13]2[CH:18]=[CH:17][CH:16]=[CH:15][CH:14]=2)(=[O:10])=[O:9])=[CH:4][CH:3]=1. The catalyst class is: 4.